Dataset: Reaction yield outcomes from USPTO patents with 853,638 reactions. Task: Predict the reaction yield, written as a fraction of the theoretical maximum amount of product (1.0 means a 100% yield; for example, 0.34 means a 34% yield). (1) The reactants are Br[C:2]1[CH:10]=[CH:9][C:8]2[C:4](=[CH:5][N:6]([CH3:11])[N:7]=2)[C:3]=1[CH:12]1[CH2:14][CH:13]1[CH2:15][NH:16][C:17](=[O:19])[CH3:18].[CH:20]1(B(O)O)[CH2:22][CH2:21]1.C(=O)([O-])[O-].[K+].[K+].COCCOC. The catalyst is C(OCC)(=O)C.O.C1C=CC([P]([Pd]([P](C2C=CC=CC=2)(C2C=CC=CC=2)C2C=CC=CC=2)([P](C2C=CC=CC=2)(C2C=CC=CC=2)C2C=CC=CC=2)[P](C2C=CC=CC=2)(C2C=CC=CC=2)C2C=CC=CC=2)(C2C=CC=CC=2)C2C=CC=CC=2)=CC=1. The product is [CH:20]1([C:2]2[CH:10]=[CH:9][C:8]3[C:4](=[CH:5][N:6]([CH3:11])[N:7]=3)[C:3]=2[CH:12]2[CH2:14][CH:13]2[CH2:15][NH:16][C:17](=[O:19])[CH3:18])[CH2:22][CH2:21]1. The yield is 0.390. (2) The reactants are [Br:1][C:2]1[CH:3]=[CH:4][C:5]([O:8][CH2:9][CH:10]2[CH2:15][CH2:14][N:13]([CH2:16][C:17]([CH3:20])(O)[CH3:18])[CH2:12][CH2:11]2)=[N:6][CH:7]=1.CCN(S(F)(F)[F:27])CC. The catalyst is C(Cl)Cl. The product is [Br:1][C:2]1[CH:3]=[CH:4][C:5]([O:8][CH2:9][CH:10]2[CH2:15][CH2:14][N:13]([CH2:16][C:17]([F:27])([CH3:20])[CH3:18])[CH2:12][CH2:11]2)=[N:6][CH:7]=1. The yield is 0.570. (3) The reactants are [Br:1][C:2]1[CH:3]=[C:4]([N+:10]([O-])=O)[C:5]([O:8][CH3:9])=[N:6][CH:7]=1.[Br-].[Mg+2].[Br-].O1CC[CH2:18][CH2:17]1. No catalyst specified. The product is [Br:1][C:2]1[CH:7]=[N:6][C:5]([O:8][CH3:9])=[C:4]2[NH:10][CH:17]=[CH:18][C:3]=12. The yield is 0.411. (4) The reactants are [C:1]([Si:5]([CH3:25])([CH3:24])[O:6][CH2:7][C:8]([CH3:23])([CH3:22])[CH2:9]/[CH:10]=[C:11]1\[C:12](=[O:21])[NH:13][C:14]2[C:19]\1=[CH:18][CH:17]=[C:16]([Cl:20])[CH:15]=2)([CH3:4])([CH3:3])[CH3:2].[C:26](O[C:26]([O:28][C:29]([CH3:32])([CH3:31])[CH3:30])=[O:27])([O:28][C:29]([CH3:32])([CH3:31])[CH3:30])=[O:27].O. The catalyst is ClCCl.CN(C1C=CN=CC=1)C. The product is [C:29]([O:28][C:26]([N:13]1[C:14]2[C:19](=[CH:18][CH:17]=[C:16]([Cl:20])[CH:15]=2)/[C:11](=[CH:10]/[CH2:9][C:8]([CH3:23])([CH3:22])[CH2:7][O:6][Si:5]([C:1]([CH3:3])([CH3:2])[CH3:4])([CH3:24])[CH3:25])/[C:12]1=[O:21])=[O:27])([CH3:32])([CH3:31])[CH3:30]. The yield is 0.990. (5) The reactants are [CH3:1][C:2]1[S:10][C:9]2[CH2:8][CH2:7][N:6]=[C:5]([CH3:11])[C:4]=2[C:3]=1[CH3:12].C(O[BH-](OC(=O)C)OC(=O)C)(=O)C.[Na+]. No catalyst specified. The product is [CH3:1][C:2]1[S:10][C:9]2[CH2:8][CH2:7][NH:6][CH:5]([CH3:11])[C:4]=2[C:3]=1[CH3:12]. The yield is 0.140. (6) The reactants are [Cl:1][C:2]1[CH:3]=[C:4]([CH2:19][C:20]([O:22]C)=[O:21])[CH:5]=[CH:6][C:7]=1[NH:8][C:9]([NH:11][C:12]1[CH:17]=[CH:16][CH:15]=[CH:14][C:13]=1[CH3:18])=[O:10].[OH-].[Na+]. The catalyst is C1COCC1. The yield is 1.00. The product is [Cl:1][C:2]1[CH:3]=[C:4]([CH2:19][C:20]([OH:22])=[O:21])[CH:5]=[CH:6][C:7]=1[NH:8][C:9]([NH:11][C:12]1[CH:17]=[CH:16][CH:15]=[CH:14][C:13]=1[CH3:18])=[O:10]. (7) The reactants are Br[C:2]1[C:7](=[O:8])[N:6]([CH2:9][C:10]2[CH:15]=[CH:14][C:13]([C:16]3[C:17]([C:22]#[N:23])=[CH:18][CH:19]=[CH:20][CH:21]=3)=[CH:12][CH:11]=2)[C:5]([CH2:24][CH2:25][CH3:26])=[N:4][C:3]=1[CH2:27][CH3:28].[CH3:29][C:30]1([CH3:40])[CH2:34][C:33]2[CH:35]=[CH:36][CH:37]=[C:38]([OH:39])[C:32]=2[O:31]1.[OH-].[K+].CS(C)=O. The catalyst is C(OCC)(=O)C. The product is [CH3:29][C:30]1([CH3:40])[CH2:34][C:33]2[CH:35]=[CH:36][CH:37]=[C:38]([O:39][C:2]3[C:7](=[O:8])[N:6]([CH2:9][C:10]4[CH:15]=[CH:14][C:13]([C:16]5[C:17]([C:22]#[N:23])=[CH:18][CH:19]=[CH:20][CH:21]=5)=[CH:12][CH:11]=4)[C:5]([CH2:24][CH2:25][CH3:26])=[N:4][C:3]=3[CH2:27][CH3:28])[C:32]=2[O:31]1. The yield is 0.390. (8) The yield is 0.140. The reactants are C(P(C(C)(C)C)C1C=CC=CC=1C1C(C(C)C)=CC(C(C)C)=CC=1C(C)C)(C)(C)C.Br[C:32]1[N:33]=[C:34]2[CH:40]=[C:39]([CH3:41])[N:38]([S:42]([C:45]3[CH:51]=[CH:50][C:48]([CH3:49])=[CH:47][CH:46]=3)(=[O:44])=[O:43])[C:35]2=[N:36][CH:37]=1.[NH:52]([C:54]([O:56][C:57]([CH3:60])([CH3:59])[CH3:58])=[O:55])[NH2:53].CC([O-])(C)C.[Na+]. The product is [CH3:41][C:39]1[N:38]([S:42]([C:45]2[CH:51]=[CH:50][C:48]([CH3:49])=[CH:47][CH:46]=2)(=[O:44])=[O:43])[C:35]2=[N:36][CH:37]=[C:32]([NH:53][NH:52][C:54]([O:56][C:57]([CH3:60])([CH3:59])[CH3:58])=[O:55])[N:33]=[C:34]2[CH:40]=1. The catalyst is O1CCOCC1.C1C=CC(/C=C/C(/C=C/C2C=CC=CC=2)=O)=CC=1.C1C=CC(/C=C/C(/C=C/C2C=CC=CC=2)=O)=CC=1.C1C=CC(/C=C/C(/C=C/C2C=CC=CC=2)=O)=CC=1.[Pd].[Pd].